This data is from Catalyst prediction with 721,799 reactions and 888 catalyst types from USPTO. The task is: Predict which catalyst facilitates the given reaction. (1) Reactant: Br[C:2]1[CH:3]=[CH:4][C:5]([C:8](=[O:10])[CH3:9])=[N:6][CH:7]=1.[B:11]1([B:11]2[O:15][C:14]([CH3:17])([CH3:16])[C:13]([CH3:19])([CH3:18])[O:12]2)[O:15][C:14]([CH3:17])([CH3:16])[C:13]([CH3:19])([CH3:18])[O:12]1.C(Cl)Cl.CC([O-])=O.[K+]. Product: [CH3:18][C:13]1([CH3:19])[C:14]([CH3:17])([CH3:16])[O:15][B:11]([C:2]2[CH:3]=[CH:4][C:5]([C:8](=[O:10])[CH3:9])=[N:6][CH:7]=2)[O:12]1. The catalyst class is: 75. (2) Reactant: C1C=NC2N(O)N=NC=2C=1.CN(C(ON1N=NC2C=CC=NC1=2)=[N+](C)C)C.F[P-](F)(F)(F)(F)F.CCN(C(C)C)C(C)C.[F:44][C:45]1[CH:50]=[CH:49][C:48]([C:51]2[C:52](=[O:61])[C:53]([C:58]([OH:60])=O)=[CH:54][N:55]([CH3:57])[CH:56]=2)=[CH:47][CH:46]=1.[NH2:62][C:63]1[CH:68]=[CH:67][C:66]([C:69]2[C:70]([NH2:85])=[N:71][CH:72]=[C:73]([C:75]3[CH:80]=[CH:79][C:78]([O:81][CH3:82])=[C:77]([O:83][CH3:84])[CH:76]=3)[CH:74]=2)=[CH:65][CH:64]=1. Product: [NH2:85][C:70]1[C:69]([C:66]2[CH:65]=[CH:64][C:63]([NH:62][C:58]([C:53]3[C:52](=[O:61])[C:51]([C:48]4[CH:47]=[CH:46][C:45]([F:44])=[CH:50][CH:49]=4)=[CH:56][N:55]([CH3:57])[CH:54]=3)=[O:60])=[CH:68][CH:67]=2)=[CH:74][C:73]([C:75]2[CH:80]=[CH:79][C:78]([O:81][CH3:82])=[C:77]([O:83][CH3:84])[CH:76]=2)=[CH:72][N:71]=1. The catalyst class is: 792. (3) Reactant: [NH2:1][C:2]1[N:7]=[C:6]([Cl:8])[N:5]=[C:4](Cl)[N:3]=1.CCN(C(C)C)C(C)C.[CH3:19][N:20]1[CH:24]=[C:23]([NH2:25])[CH:22]=[N:21]1. Product: [Cl:8][C:6]1[N:5]=[C:4]([NH:25][C:23]2[CH:22]=[N:21][N:20]([CH3:19])[CH:24]=2)[N:3]=[C:2]([NH2:1])[N:7]=1. The catalyst class is: 1. (4) Reactant: [NH2:1][C:2]1[C:11]([NH2:12])=[CH:10][CH:9]=[CH:8][C:3]=1[C:4]([O:6][CH3:7])=[O:5].[CH3:13][O:14][CH2:15][CH2:16][CH2:17][C:18](O)=O. Product: [CH3:13][O:14][CH2:15][CH2:16][CH2:17][C:18]1[NH:1][C:2]2[C:3]([C:4]([O:6][CH3:7])=[O:5])=[CH:8][CH:9]=[CH:10][C:11]=2[N:12]=1. The catalyst class is: 33. (5) Reactant: [C:1]([O:5][C:6]([N:8]1[CH2:13][CH2:12][N:11]([C:14]2[N:15]=[N:16][C:17](Cl)=[C:18]([C:20]3[CH:25]=[CH:24][CH:23]=[CH:22][CH:21]=3)[CH:19]=2)[CH2:10][CH2:9]1)=[O:7])([CH3:4])([CH3:3])[CH3:2].[CH3:27][N:28](C)C=O. Product: [C:1]([O:5][C:6]([N:8]1[CH2:13][CH2:12][N:11]([C:14]2[N:15]=[N:16][C:17]([C:27]#[N:28])=[C:18]([C:20]3[CH:25]=[CH:24][CH:23]=[CH:22][CH:21]=3)[CH:19]=2)[CH2:10][CH2:9]1)=[O:7])([CH3:4])([CH3:3])[CH3:2]. The catalyst class is: 267. (6) Reactant: [Br:1][CH2:2][C:3]([C:5]1[CH:10]=[CH:9][CH:8]=[CH:7][CH:6]=1)=[O:4].[C:11]([O:15][C:16]([NH:18][CH:19]([C:31]1[CH:36]=[CH:35][C:34]([Cl:37])=[CH:33][CH:32]=1)[C:20]([O:22][C@@H:23]1[CH:28]2[CH2:29][CH2:30][N:25]([CH2:26][CH2:27]2)[CH2:24]1)=[O:21])=[O:17])([CH3:14])([CH3:13])[CH3:12]. Product: [Br-:1].[C:11]([O:15][C:16]([NH:18][CH:19]([C:31]1[CH:36]=[CH:35][C:34]([Cl:37])=[CH:33][CH:32]=1)[C:20]([O:22][C@@H:23]1[CH:28]2[CH2:27][CH2:26][N+:25]([CH2:2][C:3](=[O:4])[C:5]3[CH:10]=[CH:9][CH:8]=[CH:7][CH:6]=3)([CH2:30][CH2:29]2)[CH2:24]1)=[O:21])=[O:17])([CH3:14])([CH3:12])[CH3:13]. The catalyst class is: 25.